Dataset: NCI-60 drug combinations with 297,098 pairs across 59 cell lines. Task: Regression. Given two drug SMILES strings and cell line genomic features, predict the synergy score measuring deviation from expected non-interaction effect. (1) Drug 1: CC1=C(C(=O)C2=C(C1=O)N3CC4C(C3(C2COC(=O)N)OC)N4)N. Drug 2: CCC1(C2=C(COC1=O)C(=O)N3CC4=CC5=C(C=CC(=C5CN(C)C)O)N=C4C3=C2)O.Cl. Cell line: PC-3. Synergy scores: CSS=1.55, Synergy_ZIP=-7.43, Synergy_Bliss=-14.6, Synergy_Loewe=-21.4, Synergy_HSA=-15.1. (2) Drug 1: CC1=C(C=C(C=C1)NC(=O)C2=CC=C(C=C2)CN3CCN(CC3)C)NC4=NC=CC(=N4)C5=CN=CC=C5. Drug 2: C1=CC=C(C(=C1)C(C2=CC=C(C=C2)Cl)C(Cl)Cl)Cl. Cell line: HOP-62. Synergy scores: CSS=2.31, Synergy_ZIP=-2.81, Synergy_Bliss=-3.13, Synergy_Loewe=-0.320, Synergy_HSA=-2.59. (3) Drug 1: CN1C(=O)N2C=NC(=C2N=N1)C(=O)N. Drug 2: CC1CCC2CC(C(=CC=CC=CC(CC(C(=O)C(C(C(=CC(C(=O)CC(OC(=O)C3CCCCN3C(=O)C(=O)C1(O2)O)C(C)CC4CCC(C(C4)OC)OCCO)C)C)O)OC)C)C)C)OC. Cell line: OVCAR-5. Synergy scores: CSS=6.17, Synergy_ZIP=-1.48, Synergy_Bliss=-1.33, Synergy_Loewe=-61.2, Synergy_HSA=-6.96. (4) Drug 1: COC1=C(C=C2C(=C1)N=CN=C2NC3=CC(=C(C=C3)F)Cl)OCCCN4CCOCC4. Drug 2: C1CN(P(=O)(OC1)NCCCl)CCCl. Cell line: TK-10. Synergy scores: CSS=24.2, Synergy_ZIP=-1.16, Synergy_Bliss=-3.68, Synergy_Loewe=-25.9, Synergy_HSA=-4.45. (5) Drug 1: C1CCC(C(C1)N)N.C(=O)(C(=O)[O-])[O-].[Pt+4]. Drug 2: C(CCl)NC(=O)N(CCCl)N=O. Cell line: UACC-257. Synergy scores: CSS=14.2, Synergy_ZIP=-1.95, Synergy_Bliss=0.790, Synergy_Loewe=0.338, Synergy_HSA=1.85. (6) Drug 1: C1=CC(=CC=C1CCC2=CNC3=C2C(=O)NC(=N3)N)C(=O)NC(CCC(=O)O)C(=O)O. Drug 2: C1=C(C(=O)NC(=O)N1)F. Cell line: KM12. Synergy scores: CSS=31.6, Synergy_ZIP=-12.1, Synergy_Bliss=-18.8, Synergy_Loewe=-14.1, Synergy_HSA=-13.2. (7) Drug 1: CC1=C(C=C(C=C1)C(=O)NC2=CC(=CC(=C2)C(F)(F)F)N3C=C(N=C3)C)NC4=NC=CC(=N4)C5=CN=CC=C5. Drug 2: C1CCC(C(C1)N)N.C(=O)(C(=O)[O-])[O-].[Pt+4]. Cell line: MALME-3M. Synergy scores: CSS=10.2, Synergy_ZIP=-0.464, Synergy_Bliss=0.159, Synergy_Loewe=-5.86, Synergy_HSA=-2.51.